The task is: Predict hERG channel inhibition at various concentrations.. This data is from hERG Central: cardiac toxicity at 1µM, 10µM, and general inhibition. The compound is COc1ccc(C(=O)C2CCCN(Cc3nc4ccccc4nc3C)C2)cc1OC. Results: hERG_inhib (hERG inhibition (general)): blocker.